This data is from Experimental lipophilicity measurements (octanol/water distribution) for 4,200 compounds from AstraZeneca. The task is: Regression/Classification. Given a drug SMILES string, predict its absorption, distribution, metabolism, or excretion properties. Task type varies by dataset: regression for continuous measurements (e.g., permeability, clearance, half-life) or binary classification for categorical outcomes (e.g., BBB penetration, CYP inhibition). For this dataset (lipophilicity_astrazeneca), we predict Y. (1) The Y is 1.81 logD. The molecule is COc1cc2c(c(OC)c1OC)-c1ccc(O)cc1[C@@H](NC(C)=O)CC2. (2) The drug is CNC(=O)c1cccc(O[C@@H]2C[C@@H]3CC[C@H](C2)N3Cc2ccccc2)c1. The Y is 1.93 logD. (3) The drug is Cc1c(-c2ccc(O)cc2)n(C)c2ccc(O)cc12. The Y is 3.80 logD. (4) The compound is CCOc1cccc2c3c([nH]c12)CCN(C(=O)[C@@H]1CCCC[C@H]1C(=O)NC1(C#N)CC1)C3. The Y is 3.10 logD.